From a dataset of Peptide-MHC class II binding affinity with 134,281 pairs from IEDB. Regression. Given a peptide amino acid sequence and an MHC pseudo amino acid sequence, predict their binding affinity value. This is MHC class II binding data. (1) The peptide sequence is RNEWILESDHLIAEM. The MHC is DRB4_0101 with pseudo-sequence DRB4_0103. The binding affinity (normalized) is 0.302. (2) The peptide sequence is EKKYFAATQFEPLAQ. The binding affinity (normalized) is 0.542. The MHC is DRB1_1001 with pseudo-sequence DRB1_1001. (3) The peptide sequence is VKTITNDQIEVTNAT. The MHC is DRB4_0101 with pseudo-sequence DRB4_0103. The binding affinity (normalized) is 0.354. (4) The peptide sequence is YANYRDIDLGRNEVV. The MHC is DRB1_1001 with pseudo-sequence DRB1_1001. The binding affinity (normalized) is 0.667. (5) The peptide sequence is SQDLHLSWNLNGLQAY. The MHC is DRB1_0401 with pseudo-sequence DRB1_0401. The binding affinity (normalized) is 0.200.